From a dataset of Reaction yield outcomes from USPTO patents with 853,638 reactions. Predict the reaction yield, written as a fraction of the theoretical maximum amount of product (1.0 means a 100% yield; for example, 0.34 means a 34% yield). (1) The reactants are [N:1]1([C:7]([O:9][C:10]([CH3:13])([CH3:12])[CH3:11])=[O:8])[CH2:6][CH2:5][NH:4][CH2:3][CH2:2]1.CCN(C(C)C)C(C)C.Cl[C:24]1[CH:29]=[CH:28][C:27]2=[N:30][N:31]=[C:32]([C:33]([F:36])([F:35])[F:34])[N:26]2[N:25]=1. The catalyst is C(O)C. The product is [F:35][C:33]([F:34])([F:36])[C:32]1[N:26]2[N:25]=[C:24]([N:4]3[CH2:5][CH2:6][N:1]([C:7]([O:9][C:10]([CH3:13])([CH3:12])[CH3:11])=[O:8])[CH2:2][CH2:3]3)[CH:29]=[CH:28][C:27]2=[N:30][N:31]=1. The yield is 0.906. (2) The reactants are [NH2:1][C:2]1[CH:7]=[CH:6][C:5]([C:8]2[N:9]([CH2:21][CH3:22])[C:10]3[C:15]([C:16]=2[C:17]#[N:18])=[CH:14][CH:13]=[C:12]([O:19][CH3:20])[CH:11]=3)=[CH:4][C:3]=1[F:23].Cl[C:25]([O:27][CH2:28][CH2:29][CH3:30])=[O:26]. The catalyst is CCOC(C)=O.C([O-])(O)=O.[Na+].O. The product is [CH2:28]([O:27][C:25](=[O:26])[NH:1][C:2]1[CH:7]=[CH:6][C:5]([C:8]2[N:9]([CH2:21][CH3:22])[C:10]3[C:15]([C:16]=2[C:17]#[N:18])=[CH:14][CH:13]=[C:12]([O:19][CH3:20])[CH:11]=3)=[CH:4][C:3]=1[F:23])[CH2:29][CH3:30]. The yield is 0.630.